From a dataset of Catalyst prediction with 721,799 reactions and 888 catalyst types from USPTO. Predict which catalyst facilitates the given reaction. (1) Reactant: CN([CH:4]=[O:5])C.O=P(Cl)(Cl)[Cl:8].[Si]([O:28][C:29]1[CH:38]=[C:37]2[C:32]([C:33](=O)[CH2:34][CH2:35][O:36]2)=[CH:31][CH:30]=1)(C(C)(C)C)(C1C=CC=CC=1)C1C=CC=CC=1.O. Product: [Cl:8][C:33]1[C:32]2[C:37](=[CH:38][C:29]([OH:28])=[CH:30][CH:31]=2)[O:36][CH2:35][C:34]=1[CH:4]=[O:5]. The catalyst class is: 2. (2) The catalyst class is: 34. Product: [CH3:21][C:17]([O:22][C:23]1[CH:28]=[CH:27][CH:26]=[CH:25][CH:24]=1)([CH3:16])[C:18]([N:13]1[CH2:14][CH2:15][C:10]2[NH:9][N:8]=[C:7]([C:1]3[CH:2]=[CH:3][CH:4]=[CH:5][CH:6]=3)[C:11]=2[CH2:12]1)=[O:19]. Reactant: [C:1]1([C:7]2[C:11]3[CH2:12][NH:13][CH2:14][CH2:15][C:10]=3[NH:9][N:8]=2)[CH:6]=[CH:5][CH:4]=[CH:3][CH:2]=1.[CH3:16][C:17]([O:22][C:23]1[CH:28]=[CH:27][CH:26]=[CH:25][CH:24]=1)([CH3:21])[C:18](O)=[O:19].CN(C(ON1N=NC2C=CC=NC1=2)=[N+](C)C)C.F[P-](F)(F)(F)(F)F.CCN(C(C)C)C(C)C. (3) Reactant: [F:1][C:2]([F:18])([C:12]1[CH:17]=[CH:16][CH:15]=[CH:14][CH:13]=1)[C:3]1[CH:4]=[CH:5][C:6]2[O:10][CH:9]=[CH:8][C:7]=2[CH:11]=1.C([Li])CCC.B(OC(C)C)(OC(C)C)OC(C)C.Br[C:38]1[CH:53]=[CH:52][C:41]([CH2:42][N:43]2[CH2:46][CH:45]([C:47]([O:49][CH2:50][CH3:51])=[O:48])[CH2:44]2)=[CH:40][C:39]=1[F:54].FC(F)(C1C=CC=CC=1)C1C=CC2OC(B(O)O)=CC=2C=1. Product: [F:18][C:2]([F:1])([C:12]1[CH:17]=[CH:16][CH:15]=[CH:14][CH:13]=1)[C:3]1[CH:4]=[CH:5][C:6]2[O:10][C:9]([C:38]3[CH:53]=[CH:52][C:41]([CH2:42][N:43]4[CH2:46][CH:45]([C:47]([O:49][CH2:50][CH3:51])=[O:48])[CH2:44]4)=[CH:40][C:39]=3[F:54])=[CH:8][C:7]=2[CH:11]=1. The catalyst class is: 1. (4) Reactant: [F:1][C:2]1[CH:30]=[CH:29][C:5]([CH2:6][C:7]2[N:11]([CH2:12][C:13]([N:15]3[CH2:20][CH2:19][CH:18]([NH:21][CH3:22])[CH2:17][CH2:16]3)=[O:14])[N:10]=[C:9]([C:23]3[CH:28]=[CH:27][N:26]=[CH:25][CH:24]=3)[CH:8]=2)=[CH:4][CH:3]=1.C(N(CC)CC)C.[CH3:38][CH:39]([CH3:43])[C:40](Cl)=[O:41]. Product: [F:1][C:2]1[CH:3]=[CH:4][C:5]([CH2:6][C:7]2[N:11]([CH2:12][C:13]([N:15]3[CH2:16][CH2:17][CH:18]([N:21]([CH3:22])[C:40](=[O:41])[CH:39]([CH3:43])[CH3:38])[CH2:19][CH2:20]3)=[O:14])[N:10]=[C:9]([C:23]3[CH:24]=[CH:25][N:26]=[CH:27][CH:28]=3)[CH:8]=2)=[CH:29][CH:30]=1. The catalyst class is: 2.